This data is from Full USPTO retrosynthesis dataset with 1.9M reactions from patents (1976-2016). The task is: Predict the reactants needed to synthesize the given product. (1) Given the product [CH:26]([NH:25][C:23]([CH:21]1[NH:20][CH2:19][C:8]2=[C:7]3[C:3](=[C:2]([C:29]([F:31])([F:32])[F:30])[C:10]([CH2:11][CH2:12][C:13]4[CH:18]=[CH:17][CH:16]=[CH:15][CH:14]=4)=[CH:9]2)[CH:4]=[CH:5][N:6]3[CH2:22]1)=[O:24])([CH3:28])[CH3:27], predict the reactants needed to synthesize it. The reactants are: O[C:2]1([C:29]([F:32])([F:31])[F:30])[CH:10]([CH2:11][CH2:12][C:13]2[CH:18]=[CH:17][CH:16]=[CH:15][CH:14]=2)[CH:9]=[C:8]2[CH2:19][NH:20][CH:21]([C:23]([NH:25][CH:26]([CH3:28])[CH3:27])=[O:24])[CH2:22][N:6]3[C:7]2=[C:3]1[CH:4]=[CH:5]3.O=S(Cl)Cl. (2) Given the product [CH3:1][O:2][CH2:3][CH2:4][CH2:5][O:6][CH2:7][C:8]1[CH:9]=[CH:10][C:11]([C@@H:14]2[C@@H:19]([O:20][CH2:21][C:22]3[CH:23]=[CH:24][C:25]4[O:30][CH2:29][CH2:28][N:27]([CH2:31][CH2:32][CH2:33][O:34][CH3:35])[C:26]=4[CH:36]=3)[CH2:18][NH:17][CH2:16][C@H:15]2[O:47][CH2:58][CH2:57][C@H:56]([OH:55])[CH3:60])=[CH:12][CH:13]=1, predict the reactants needed to synthesize it. The reactants are: [CH3:1][O:2][CH2:3][CH2:4][CH2:5][O:6][CH2:7][C:8]1[CH:13]=[CH:12][C:11]([C@@H:14]2[C@@H:19]([O:20][CH2:21][C:22]3[CH:23]=[CH:24][C:25]4[O:30][CH2:29][CH2:28][N:27]([CH2:31][CH2:32][CH2:33][O:34][CH3:35])[C:26]=4[CH:36]=3)[CH2:18][N:17](S(C3C=CC(C)=CC=3)(=O)=O)[CH2:16][C@H:15]2[OH:47])=[CH:10][CH:9]=1.C([Si]([O:55][C@H:56]([CH3:60])[CH2:57][CH2:58]I)(C)C)(C)(C)C. (3) Given the product [C:1]([O:5][C:6]([N:8]([C:30]([O:32][C:33]([CH3:36])([CH3:35])[CH3:34])=[O:31])[C@@H:9]([CH2:10][CH2:11][CH:12]([OH:22])[CH2:13][CH2:14][C:15]([O:17][C:18]([CH3:21])([CH3:20])[CH3:19])=[O:16])[C:23]([O:25][C:26]([CH3:29])([CH3:28])[CH3:27])=[O:24])=[O:7])([CH3:2])([CH3:3])[CH3:4], predict the reactants needed to synthesize it. The reactants are: [C:1]([O:5][C:6]([N:8]([C:30]([O:32][C:33]([CH3:36])([CH3:35])[CH3:34])=[O:31])[C@H:9]([C:23]([O:25][C:26]([CH3:29])([CH3:28])[CH3:27])=[O:24])[CH2:10][CH2:11][CH:12]([OH:22])[C:13]#[C:14][C:15]([O:17][C:18]([CH3:21])([CH3:20])[CH3:19])=[O:16])=[O:7])([CH3:4])([CH3:3])[CH3:2]. (4) Given the product [Br:10][CH2:11][CH2:12][O:1][C:2]1[CH:9]=[CH:8][C:5]([C:6]#[N:7])=[CH:4][CH:3]=1, predict the reactants needed to synthesize it. The reactants are: [OH:1][C:2]1[CH:9]=[CH:8][C:5]([C:6]#[N:7])=[CH:4][CH:3]=1.[Br:10][CH2:11][CH2:12]Br. (5) Given the product [Cl:13][C:11]1[N:12]=[C:7]([NH:6][CH2:5][CH:3]2[CH2:4][N:1]([C:24](=[O:27])[CH:25]=[CH2:26])[CH2:2]2)[C:8]2[S:16][CH:15]=[CH:14][C:9]=2[N:10]=1, predict the reactants needed to synthesize it. The reactants are: [NH:1]1[CH2:4][CH:3]([CH2:5][NH:6][C:7]2[C:8]3[S:16][CH:15]=[CH:14][C:9]=3[N:10]=[C:11]([Cl:13])[N:12]=2)[CH2:2]1.C(N(CC)CC)C.[C:24](Cl)(=[O:27])[CH:25]=[CH2:26].